This data is from Reaction yield outcomes from USPTO patents with 853,638 reactions. The task is: Predict the reaction yield, written as a fraction of the theoretical maximum amount of product (1.0 means a 100% yield; for example, 0.34 means a 34% yield). (1) The reactants are [CH2:1]([O:8][C:9]([N:11]([CH2:18][CH2:19][CH2:20]CC(OCC)=O)[CH2:12][C:13]([O:15]CC)=O)=[O:10])[C:2]1[CH:7]=[CH:6][CH:5]=[CH:4][CH:3]=1.[O-:27][CH2:28][CH3:29].[Na+].C([OH:33])C. No catalyst specified. The product is [CH2:1]([O:8][C:9]([N:11]1[CH2:12][C:13](=[O:15])[CH:19]([C:20]([O:27][CH2:28][CH3:29])=[O:33])[CH2:18]1)=[O:10])[C:2]1[CH:3]=[CH:4][CH:5]=[CH:6][CH:7]=1. The yield is 0.720. (2) The reactants are C([N:8]1[CH2:13][CH2:12][CH2:11][C@@H:10]([NH:14][C:15]2[C:25](Cl)=[CH:24][C:18]([C:19]([O:21][CH2:22][CH3:23])=[O:20])=[CH:17][N:16]=2)[CH2:9]1)C1C=CC=CC=1.C([O-])=O.[NH4+]. The catalyst is C(O)C.[Pd]. The product is [NH:8]1[CH2:13][CH2:12][CH2:11][C@@H:10]([NH:14][C:15]2[CH:25]=[CH:24][C:18]([C:19]([O:21][CH2:22][CH3:23])=[O:20])=[CH:17][N:16]=2)[CH2:9]1. The yield is 1.00. (3) The reactants are [CH3:1][Mg]Br.[CH:4]([C:6]1[N:10]([CH3:11])[CH:9]=[N:8][CH:7]=1)=[O:5].O. The catalyst is C(OCC)C.C1COCC1. The product is [OH:5][CH:4]([C:6]1[N:10]([CH3:11])[CH:9]=[N:8][CH:7]=1)[CH3:1]. The yield is 0.880. (4) The reactants are Br[C:2]1[CH:7]=[CH:6][C:5]([OH:8])=[CH:4][C:3]=1[O:9][CH3:10].[C:11]1(O)[CH:16]=[CH:15]C=CC=1. No catalyst specified. The product is [CH:15]1([C:2]2[CH:7]=[CH:6][C:5]([OH:8])=[CH:4][C:3]=2[O:9][CH3:10])[CH2:16][CH2:11]1. The yield is 0.400. (5) The reactants are [CH3:1][NH:2][C:3]([N:5]1[C:13]2[C:8](=[CH:9][C:10]([O:14][C:15]3[CH:20]=[CH:19][N:18]=[C:17]([N:21](C(OC4C=CC=CC=4)=O)[C:22](=[O:30])OC4C=CC=CC=4)[CH:16]=3)=[CH:11][CH:12]=2)[CH:7]=[CH:6]1)=[O:4].C(N(CC)CC)C.Cl.[NH2:48][C@H:49]([CH2:53][C:54]1[CH:59]=[CH:58][CH:57]=[CH:56][CH:55]=1)[C:50]([NH2:52])=[O:51]. The catalyst is CN(C)C=O. The product is [CH3:1][NH:2][C:3]([N:5]1[C:13]2[C:8](=[CH:9][C:10]([O:14][C:15]3[CH:20]=[CH:19][N:18]=[C:17]([NH:21][C:22]([NH:48][C@@H:49]([C:50](=[O:51])[NH2:52])[CH2:53][C:54]4[CH:59]=[CH:58][CH:57]=[CH:56][CH:55]=4)=[O:30])[CH:16]=3)=[CH:11][CH:12]=2)[CH:7]=[CH:6]1)=[O:4]. The yield is 0.760. (6) The yield is 1.00. The reactants are [Br:1][C:2]1[CH:3]=[CH:4][C:5]2[O:10][CH2:9][C:8](=[O:11])[N:7]([CH2:12][CH2:13][N:14]3[CH2:19][CH2:18][CH:17]([NH:20]C(=O)OC(C)(C)C)[CH2:16][CH2:15]3)[C:6]=2[CH:28]=1.NC1CCN(CCN2C3C(=CC=C(C#N)C=3)C=CC2=O)CC1. The product is [NH2:20][CH:17]1[CH2:16][CH2:15][N:14]([CH2:13][CH2:12][N:7]2[C:6]3[CH:28]=[C:2]([Br:1])[CH:3]=[CH:4][C:5]=3[O:10][CH2:9][C:8]2=[O:11])[CH2:19][CH2:18]1. No catalyst specified. (7) The reactants are C(Cl)Cl.[OH2:4].[O-]Cl=O.[Na+].[CH3:9][C:10]([C@H:12]1[C@@H:16]2[C@@H:17]3[C@@:30]([CH3:33])([CH2:31][CH2:32][C@@:15]2([CH:39]=[O:40])[CH2:14][CH2:13]1)[C@@:29]1([CH3:34])[C@@H:20]([C@:21]2([CH3:38])[C@@H:26]([CH2:27][CH2:28]1)[C:25]([CH3:36])([CH3:35])[C@@H:24]([OH:37])[CH2:23][CH2:22]2)[CH2:19][CH2:18]3)=[CH2:11]. The catalyst is C1COCC1. The product is [CH3:11][C:10]([C@H:12]1[C@@H:16]2[C@@H:17]3[C@@:30]([CH3:33])([CH2:31][CH2:32][C@@:15]2([C:39]([OH:4])=[O:40])[CH2:14][CH2:13]1)[C@@:29]1([CH3:34])[C@@H:20]([C@:21]2([CH3:38])[C@@H:26]([CH2:27][CH2:28]1)[C:25]([CH3:36])([CH3:35])[C@@H:24]([OH:37])[CH2:23][CH2:22]2)[CH2:19][CH2:18]3)=[CH2:9]. The yield is 0.720. (8) The reactants are [Cl:1][C:2]1[CH:3]=[C:4]2[C:8](=[CH:9][CH:10]=1)[NH:7][C:6]([C:11]([OH:13])=O)=[CH:5]2.Cl.[CH3:15][NH:16][O:17][CH3:18].O.ON1C2C=CC=CC=2N=N1.Cl.C(N=C=NCCCN(C)C)C.Cl. The catalyst is CN(C)C=O.C(N(CC)CC)C. The product is [Cl:1][C:2]1[CH:3]=[C:4]2[C:8](=[CH:9][CH:10]=1)[NH:7][C:6]([C:11]([N:16]([O:17][CH3:18])[CH3:15])=[O:13])=[CH:5]2. The yield is 0.840. (9) The reactants are [CH:1]1[C:13]2[CH:12]([CH2:14][O:15][C:16]([NH:18][C@H:19]([C:25]([OH:27])=[O:26])[CH2:20][CH2:21][CH2:22][CH2:23][NH2:24])=[O:17])[C:11]3[C:6](=[CH:7][CH:8]=[CH:9][CH:10]=3)[C:5]=2[CH:4]=[CH:3][CH:2]=1.[N+:28]([C:31]1[CH:32]=[C:33]([S:37](Cl)(=[O:39])=[O:38])[CH:34]=[CH:35][CH:36]=1)([O-:30])=[O:29]. No catalyst specified. The product is [N+:28]([C:31]1[CH:32]=[C:33]([S:37]([NH:24][CH2:23][CH2:22][CH2:21][CH2:20][C@@H:19]([C:25]([OH:27])=[O:26])[NH:18][C:16]([O:15][CH2:14][CH:12]2[C:11]3[CH:10]=[CH:9][CH:8]=[CH:7][C:6]=3[C:5]3[C:13]2=[CH:1][CH:2]=[CH:3][CH:4]=3)=[O:17])(=[O:39])=[O:38])[CH:34]=[CH:35][CH:36]=1)([O-:30])=[O:29]. The yield is 0.420.